This data is from Reaction yield outcomes from USPTO patents with 853,638 reactions. The task is: Predict the reaction yield, written as a fraction of the theoretical maximum amount of product (1.0 means a 100% yield; for example, 0.34 means a 34% yield). The reactants are [CH3:1][O:2][C:3]([C:5]1[CH:10]=[N:9][C:8]([CH:11]=O)=[CH:7][N:6]=1)=[O:4].[NH:13]1[CH2:18][CH2:17][CH2:16][CH2:15][CH2:14]1.[BH-](OC(C)=O)(OC(C)=O)OC(C)=O.[Na+]. The catalyst is C(Cl)Cl. The product is [CH3:1][O:2][C:3]([C:5]1[CH:10]=[N:9][C:8]([CH2:11][N:13]2[CH2:18][CH2:17][CH2:16][CH2:15][CH2:14]2)=[CH:7][N:6]=1)=[O:4]. The yield is 0.230.